Dataset: Catalyst prediction with 721,799 reactions and 888 catalyst types from USPTO. Task: Predict which catalyst facilitates the given reaction. (1) Reactant: Br[CH2:2][C:3]([C:5]1[CH:10]=[CH:9][C:8]([NH:11][S:12]([C:15]([F:18])([F:17])[F:16])(=[O:14])=[O:13])=[CH:7][C:6]=1[Cl:19])=O.[CH:20]1([CH2:26][C:27]2[CH:32]=[C:31]([C:33](=[S:35])[NH2:34])[CH:30]=[CH:29][N:28]=2)[CH2:25][CH2:24][CH2:23][CH2:22][CH2:21]1. Product: [Cl:19][C:6]1[CH:7]=[C:8]([NH:11][S:12]([C:15]([F:18])([F:17])[F:16])(=[O:14])=[O:13])[CH:9]=[CH:10][C:5]=1[C:3]1[N:34]=[C:33]([C:31]2[CH:30]=[CH:29][N:28]=[C:27]([CH2:26][CH:20]3[CH2:25][CH2:24][CH2:23][CH2:22][CH2:21]3)[CH:32]=2)[S:35][CH:2]=1. The catalyst class is: 8. (2) Reactant: [Cl:1][C:2]1[C:3]([O:12][C:13]2[CH:18]=[C:17]([O:19][CH:20]([CH3:22])[CH3:21])[CH:16]=[CH:15][C:14]=2[CH2:23][CH2:24][CH2:25][OH:26])=[N:4][CH:5]=[C:6]([C:8]([F:11])([F:10])[F:9])[CH:7]=1.[CH2:27]([N:29]1[CH:33]=[C:32]([CH2:34][C:35]([O:37]C)=[O:36])[C:31](O)=[N:30]1)[CH3:28].C(P(CCCC)CCCC)CCC.N(C(N1CCCCC1)=O)=NC(N1CCCCC1)=O.O1CCCC1CO.[OH-].[Na+].Cl. Product: [Cl:1][C:2]1[C:3]([O:12][C:13]2[CH:18]=[C:17]([O:19][CH:20]([CH3:21])[CH3:22])[CH:16]=[CH:15][C:14]=2[CH2:23][CH2:24][CH2:25][O:26][C:31]2[C:32]([CH2:34][C:35]([OH:37])=[O:36])=[CH:33][N:29]([CH2:27][CH3:28])[N:30]=2)=[N:4][CH:5]=[C:6]([C:8]([F:11])([F:10])[F:9])[CH:7]=1. The catalyst class is: 7.